Dataset: Forward reaction prediction with 1.9M reactions from USPTO patents (1976-2016). Task: Predict the product of the given reaction. (1) Given the reactants [I:1][C:2]1[CH:22]=[CH:21][C:5]([C:6]([C:8]2[S:12][C:11]([CH2:13][C:14]3[NH:18][C:17]([CH:19]=[O:20])=[CH:16][CH:15]=3)=[CH:10][CH:9]=2)=[O:7])=[CH:4][CH:3]=1.[BH4-].[Na+].O.[O-2].[Al+3].[O-2].[O-2].[Al+3], predict the reaction product. The product is: [I:1][C:2]1[CH:3]=[CH:4][C:5]([CH:6]([C:8]2[S:12][C:11]([CH2:13][C:14]3[NH:18][C:17]([CH2:19][OH:20])=[CH:16][CH:15]=3)=[CH:10][CH:9]=2)[OH:7])=[CH:21][CH:22]=1. (2) Given the reactants [CH2:1]([O:5][CH2:6][CH2:7][O:8][C:9]1[CH:14]=[CH:13][C:12]([C:15]2[CH:16]=[CH:17][C:18]3[N:24]([C:25](=[O:30])[C:26]([F:29])([F:28])[F:27])[CH2:23][CH2:22][C:21]([C:31](O)=[O:32])=[CH:20][C:19]=3[CH:34]=2)=[CH:11][CH:10]=1)[CH2:2][CH2:3][CH3:4].[NH2:35][C:36]1[CH:41]=[CH:40][C:39]([CH:42]([C:44]2[CH:49]=[CH:48][CH:47]=[CH:46][N:45]=2)[OH:43])=[C:38]([Cl:50])[CH:37]=1.ON1C2C=CC=CC=2N=N1.Cl.C(N=C=NCCCN(C)C)C, predict the reaction product. The product is: [CH2:1]([O:5][CH2:6][CH2:7][O:8][C:9]1[CH:10]=[CH:11][C:12]([C:15]2[CH:16]=[CH:17][C:18]3[N:24]([C:25](=[O:30])[C:26]([F:29])([F:27])[F:28])[CH2:23][CH2:22][C:21]([C:31]([NH:35][C:36]4[CH:41]=[CH:40][C:39]([CH:42]([OH:43])[C:44]5[CH:49]=[CH:48][CH:47]=[CH:46][N:45]=5)=[C:38]([Cl:50])[CH:37]=4)=[O:32])=[CH:20][C:19]=3[CH:34]=2)=[CH:13][CH:14]=1)[CH2:2][CH2:3][CH3:4]. (3) The product is: [C:27]([N:14]1[C:15]2[C:20](=[CH:19][C:18]([C:21]3[CH2:22][CH2:23][O:24][CH2:25][CH:26]=3)=[CH:17][CH:16]=2)[C@H:11]([NH:10][C:2]2[CH:9]=[CH:8][C:5]([C:6]#[N:7])=[CH:4][N:3]=2)[C@@H:12]([CH3:33])[C@@H:13]1[CH:30]1[CH2:32][CH2:31]1)(=[O:29])[CH3:28]. Given the reactants F[C:2]1[CH:9]=[CH:8][C:5]([C:6]#[N:7])=[CH:4][N:3]=1.[NH2:10][C@H:11]1[C:20]2[C:15](=[CH:16][CH:17]=[C:18]([C:21]3[CH2:22][CH2:23][O:24][CH2:25][CH:26]=3)[CH:19]=2)[N:14]([C:27](=[O:29])[CH3:28])[C@@H:13]([CH:30]2[CH2:32][CH2:31]2)[C@@H:12]1[CH3:33].CCN(C(C)C)C(C)C, predict the reaction product. (4) Given the reactants Cl[C:2]1[C:11]2[N:12]=[C:13]([NH:20][CH2:21][CH3:22])[N:14]([CH2:15][C:16]([CH3:19])([OH:18])[CH3:17])[C:10]=2[C:9]2[CH:8]=[CH:7][CH:6]=[CH:5][C:4]=2[N:3]=1.[NH3:23], predict the reaction product. The product is: [NH2:23][C:2]1[C:11]2[N:12]=[C:13]([NH:20][CH2:21][CH3:22])[N:14]([CH2:15][C:16]([CH3:19])([OH:18])[CH3:17])[C:10]=2[C:9]2[CH:8]=[CH:7][CH:6]=[CH:5][C:4]=2[N:3]=1. (5) Given the reactants [F:1][C:2]1[CH:10]=[C:9]2[C:5]([C:6]([C:20]3[CH:21]=[N:22][NH:23][CH:24]=3)=[CH:7][N:8]2[S:11]([C:14]2[CH:19]=[CH:18][CH:17]=[CH:16][CH:15]=2)(=[O:13])=[O:12])=[CH:4][CH:3]=1.[H-].[Na+].[Br:27][CH2:28][CH2:29]Br, predict the reaction product. The product is: [Br:27][CH2:28][CH2:29][N:23]1[CH:24]=[C:20]([C:6]2[C:5]3[C:9](=[CH:10][C:2]([F:1])=[CH:3][CH:4]=3)[N:8]([S:11]([C:14]3[CH:15]=[CH:16][CH:17]=[CH:18][CH:19]=3)(=[O:12])=[O:13])[CH:7]=2)[CH:21]=[N:22]1. (6) Given the reactants Cl.COCCN(C)C1N=CC(NC(C2N(CC)C3C(C=2)=CC(OC(F)(F)F)=CC=3)=O)=CC=1.Cl.[CH3:34][O:35][CH2:36][CH2:37][N:38]([CH3:60])[C:39]1[N:44]=[CH:43][C:42]([NH:45][C:46]([C:48]2[N:49]([CH2:58][CH3:59])[C:50]3[C:55]([CH:56]=2)=[CH:54][C:53]([Cl:57])=[CH:52][CH:51]=3)=[O:47])=[CH:41][CH:40]=1.ClC1C=C2C(=CC=1)N(CC)C(C(O)=O)=C2, predict the reaction product. The product is: [ClH:57].[CH3:34][O:35][CH2:36][CH2:37][N:38]([CH3:60])[C:39]1[N:44]=[CH:43][C:42]([NH:45][C:46]([CH:48]2[CH:56]=[C:55]3[C:50](=[CH:51][CH:52]=[C:53]([Cl:57])[CH2:54]3)[N:49]2[CH2:58][CH3:59])=[O:47])=[CH:41][CH:40]=1. (7) Given the reactants [H-].[Na+].[F:3][C:4]([F:16])([F:15])[C:5]1[CH:10]=[CH:9][N:8]=[C:7]([CH2:11][C:12]([NH2:14])=[O:13])[N:6]=1.[N:17]([C:20]1[CH:33]=[CH:32][C:23]([O:24][CH2:25][CH2:26][N:27]2[CH:31]=[CH:30][N:29]=[CH:28]2)=[CH:22][CH:21]=1)=[C:18]=[S:19].O, predict the reaction product. The product is: [N:27]1([CH2:26][CH2:25][O:24][C:23]2[CH:32]=[CH:33][C:20]([NH:17][C:18](=[S:19])[CH:11]([C:7]3[N:6]=[C:5]([C:4]([F:3])([F:15])[F:16])[CH:10]=[CH:9][N:8]=3)[C:12]([NH2:14])=[O:13])=[CH:21][CH:22]=2)[CH:31]=[CH:30][N:29]=[CH:28]1. (8) Given the reactants C[O-].[Na+].[N:4]1[N:8]2[CH:9]=[CH:10][N:11]=[CH:12][C:7]2=[C:6]([C:13]#[N:14])[CH:5]=1.[Cl-:15].[NH4+:16], predict the reaction product. The product is: [ClH:15].[N:4]1[N:8]2[CH:9]=[CH:10][N:11]=[CH:12][C:7]2=[C:6]([C:13](=[NH:16])[NH2:14])[CH:5]=1.